From a dataset of Forward reaction prediction with 1.9M reactions from USPTO patents (1976-2016). Predict the product of the given reaction. Given the reactants [CH2:1]([N:4]([C:12]1[CH:17]=[C:16]([O:18][CH3:19])[C:15](B(O)O)=[C:14]([O:23][CH3:24])[CH:13]=1)[C:5]([O:7][C:8]([CH3:11])([CH3:10])[CH3:9])=[O:6])[CH:2]=[CH2:3].[CH3:25][O:26][C:27](=[O:55])[C@H:28]([CH2:40][C:41]1[CH:46]=[CH:45][C:44](OS(C(F)(F)F)(=O)=O)=[CH:43][CH:42]=1)[NH:29][C:30](=[O:39])[C:31]1[C:36]([Cl:37])=[CH:35][CH:34]=[CH:33][C:32]=1[Cl:38], predict the reaction product. The product is: [CH3:25][O:26][C:27](=[O:55])[C@H:28]([CH2:40][C:41]1[CH:42]=[CH:43][C:44]([C:15]2[C:16]([O:18][CH3:19])=[CH:17][C:12]([N:4]([CH2:1][CH:2]=[CH2:3])[C:5]([O:7][C:8]([CH3:11])([CH3:10])[CH3:9])=[O:6])=[CH:13][C:14]=2[O:23][CH3:24])=[CH:45][CH:46]=1)[NH:29][C:30](=[O:39])[C:31]1[C:32]([Cl:38])=[CH:33][CH:34]=[CH:35][C:36]=1[Cl:37].